This data is from Forward reaction prediction with 1.9M reactions from USPTO patents (1976-2016). The task is: Predict the product of the given reaction. Given the reactants Cl.[Cl:2][C:3]1[N:8]2[CH:9]=[C:10]([CH2:12]Cl)[N:11]=[C:7]2[CH:6]=[CH:5][CH:4]=1.[OH:14][C:15]1[CH:22]=[CH:21][C:18]([CH:19]=[O:20])=[CH:17][CH:16]=1.C(=O)([O-])[O-].[K+].[K+].CN(C)C=O, predict the reaction product. The product is: [Cl:2][C:3]1[N:8]2[CH:9]=[C:10]([CH2:12][O:14][C:15]3[CH:22]=[CH:21][C:18]([CH:19]=[O:20])=[CH:17][CH:16]=3)[N:11]=[C:7]2[CH:6]=[CH:5][CH:4]=1.